Dataset: TCR-epitope binding with 47,182 pairs between 192 epitopes and 23,139 TCRs. Task: Binary Classification. Given a T-cell receptor sequence (or CDR3 region) and an epitope sequence, predict whether binding occurs between them. Result: 1 (the TCR binds to the epitope). The TCR CDR3 sequence is CASSLSGQLDEQYF. The epitope is ATDALMTGY.